Dataset: Reaction yield outcomes from USPTO patents with 853,638 reactions. Task: Predict the reaction yield, written as a fraction of the theoretical maximum amount of product (1.0 means a 100% yield; for example, 0.34 means a 34% yield). (1) The reactants are [N:1]1[CH:6]=[CH:5][CH:4]=[CH:3][C:2]=1[C:7]1[CH:11]=[C:10]([CH:12]2[CH2:16][CH2:15][CH2:14][N:13]2[C:17]2[N:22]=[C:21]([NH:23][C:24]3[CH:28]=[C:27]([CH3:29])[NH:26][N:25]=3)[CH:20]=[C:19]([C:30]([OH:32])=[O:31])[N:18]=2)[O:9][N:8]=1.S(=O)(=O)(O)O.[CH3:38]O. No catalyst specified. The product is [CH3:38][O:31][C:30]([C:19]1[N:18]=[C:17]([N:13]2[CH2:14][CH2:15][CH2:16][CH:12]2[C:10]2[O:9][N:8]=[C:7]([C:2]3[CH:3]=[CH:4][CH:5]=[CH:6][N:1]=3)[CH:11]=2)[N:22]=[C:21]([NH:23][C:24]2[CH:28]=[C:27]([CH3:29])[NH:26][N:25]=2)[CH:20]=1)=[O:32]. The yield is 0.510. (2) The reactants are C(O)(=O)/C=C/C(O)=O.[S:9]1[CH:13]=[CH:12][C:11]2[CH:14]=[C:15]([CH:18]3[C:27]4[C:22](=[CH:23][C:24]([C:28]5[N:33]=[N:32][C:31]([N:34]([CH3:36])[CH3:35])=[CH:30][CH:29]=5)=[CH:25][CH:26]=4)[CH2:21][N:20]([CH3:37])[CH2:19]3)[CH:16]=[CH:17][C:10]1=2.N(C)C.CN(C=O)C. The catalyst is ClCCl. The product is [S:9]1[CH:13]=[CH:12][C:11]2[CH:14]=[C:15]([CH:18]3[C:27]4[C:22](=[CH:23][C:24]([C:28]5[N:33]=[N:32][C:31]([N:34]([CH3:36])[CH3:35])=[CH:30][CH:29]=5)=[CH:25][CH:26]=4)[CH2:21][N:20]([CH3:37])[CH2:19]3)[CH:16]=[CH:17][C:10]1=2. The yield is 0.980. (3) The reactants are [C:1]([O:5][C@@H:6]([C:12]1[C:13]([CH3:38])=[N:14][C:15]2[N:16]([N:30]=[C:31]([C:33]([O:35]CC)=[O:34])[CH:32]=2)[C:17]=1[C:18]1[C:19]([CH3:29])=[C:20]2[C:25](=[C:26]([F:28])[CH:27]=1)[O:24][CH2:23][CH2:22][CH2:21]2)[C:7]([O:9][CH2:10][CH3:11])=[O:8])([CH3:4])([CH3:3])[CH3:2].[OH-].[Na+].O.Cl. The catalyst is C1COCC1. The product is [C:1]([O:5][C@@H:6]([C:12]1[C:13]([CH3:38])=[N:14][C:15]2[N:16]([N:30]=[C:31]([C:33]([OH:35])=[O:34])[CH:32]=2)[C:17]=1[C:18]1[C:19]([CH3:29])=[C:20]2[C:25](=[C:26]([F:28])[CH:27]=1)[O:24][CH2:23][CH2:22][CH2:21]2)[C:7]([O:9][CH2:10][CH3:11])=[O:8])([CH3:4])([CH3:2])[CH3:3]. The yield is 0.890.